This data is from Peptide-MHC class II binding affinity with 134,281 pairs from IEDB. The task is: Regression. Given a peptide amino acid sequence and an MHC pseudo amino acid sequence, predict their binding affinity value. This is MHC class II binding data. (1) The peptide sequence is MGASYFAADRILPEL. The MHC is HLA-DQA10401-DQB10402 with pseudo-sequence HLA-DQA10401-DQB10402. The binding affinity (normalized) is 0.595. (2) The peptide sequence is EVFFQRLGIASGRARY. The MHC is DRB1_1101 with pseudo-sequence DRB1_1101. The binding affinity (normalized) is 0.649. (3) The peptide sequence is HYLALLVKYAAGDGN. The MHC is HLA-DQA10101-DQB10501 with pseudo-sequence HLA-DQA10101-DQB10501. The binding affinity (normalized) is 0.165. (4) The peptide sequence is EKKYFAANQFEPLAA. The MHC is HLA-DPA10301-DPB10402 with pseudo-sequence HLA-DPA10301-DPB10402. The binding affinity (normalized) is 0.884. (5) The binding affinity (normalized) is 0.615. The MHC is HLA-DPA10201-DPB10501 with pseudo-sequence HLA-DPA10201-DPB10501. The peptide sequence is FFIQSFTMSTALKRL. (6) The peptide sequence is NIKYTRPGDSLAEVE. The MHC is DRB1_0301 with pseudo-sequence DRB1_0301. The binding affinity (normalized) is 0.282. (7) The peptide sequence is MILVGVIMMFLSLGV. The MHC is H-2-IAd with pseudo-sequence H-2-IAd. The binding affinity (normalized) is 0.333. (8) The peptide sequence is MLGARYLEFEALGFL. The MHC is HLA-DQA10201-DQB10303 with pseudo-sequence HLA-DQA10201-DQB10303. The binding affinity (normalized) is 0.297. (9) The peptide sequence is TALKKAITAMSEAQK. The MHC is DRB4_0101 with pseudo-sequence DRB4_0103. The binding affinity (normalized) is 0.519.